From a dataset of Forward reaction prediction with 1.9M reactions from USPTO patents (1976-2016). Predict the product of the given reaction. (1) Given the reactants C(OC(=O)[NH:7][C@@H:8]([CH2:28][C:29]1[CH:34]=[CH:33][CH:32]=[CH:31][CH:30]=1)[CH2:9][NH:10][C:11]1[C:12]2[CH:26]=[CH:25][N:24]=[C:23](Cl)[C:13]=2[N:14]=[C:15]([C:17]2[CH:22]=[CH:21][N:20]=[CH:19][CH:18]=2)[N:16]=1)(C)(C)C.[CH3:36][N:37]1[CH2:42][CH2:41][NH:40][CH2:39][CH2:38]1, predict the reaction product. The product is: [CH3:36][N:37]1[CH2:42][CH2:41][N:40]([C:23]2[C:13]3[N:14]=[C:15]([C:17]4[CH:18]=[CH:19][N:20]=[CH:21][CH:22]=4)[N:16]=[C:11]([NH:10][CH2:9][C@H:8]([NH2:7])[CH2:28][C:29]4[CH:34]=[CH:33][CH:32]=[CH:31][CH:30]=4)[C:12]=3[CH:26]=[CH:25][N:24]=2)[CH2:39][CH2:38]1. (2) Given the reactants [CH2:1]([S:3]([C:6]1[CH:7]=[CH:8][C:9]([NH:19][CH2:20][CH2:21][O:22][C:23]([F:26])([F:25])[F:24])=[C:10]([NH:12][C:13](=O)[C:14]([CH3:17])([CH3:16])[CH3:15])[CH:11]=1)(=[O:5])=[O:4])[CH3:2], predict the reaction product. The product is: [C:14]([C:13]1[N:19]([CH2:20][CH2:21][O:22][C:23]([F:26])([F:25])[F:24])[C:9]2[CH:8]=[CH:7][C:6]([S:3]([CH2:1][CH3:2])(=[O:5])=[O:4])=[CH:11][C:10]=2[N:12]=1)([CH3:17])([CH3:16])[CH3:15]. (3) Given the reactants F[C:2]1[CH:10]=[C:9]2[C:5](/[C:6](=C3/C=C(C4C=CC(C=O)=CC=4)C(C)(C)O/3)/[C:7](=[O:11])[NH:8]2)=[CH:4][CH:3]=1.N1(CCOCCO)CCNCC1.C([BH3-])#N.[Na+].C1COCC1.C([O-])(O)=O.[Na+], predict the reaction product. The product is: [NH:8]1[C:9]2[C:5](=[CH:4][CH:3]=[CH:2][CH:10]=2)[CH2:6][C:7]1=[O:11]. (4) Given the reactants [Cl:1][C:2]1[CH:3]=[CH:4][C:5]2[N:6]([C:8](I)=[C:9]([C:11]3[CH:16]=[CH:15][C:14]([Cl:17])=[CH:13][CH:12]=3)[N:10]=2)[N:7]=1.O1CCCC1.C(=O)([O-])[O-].[Cs+].[Cs+].CC1(C)C(C)(C)OB([C:38]2[CH:43]=[CH:42][N:41]=[C:40]([NH:44][C:45](=[O:51])[O:46][C:47]([CH3:50])([CH3:49])[CH3:48])[CH:39]=2)O1, predict the reaction product. The product is: [Cl:1][C:2]1[CH:3]=[CH:4][C:5]2[N:6]([C:8]([C:38]3[CH:43]=[CH:42][N:41]=[C:40]([NH:44][C:45](=[O:51])[O:46][C:47]([CH3:49])([CH3:48])[CH3:50])[CH:39]=3)=[C:9]([C:11]3[CH:16]=[CH:15][C:14]([Cl:17])=[CH:13][CH:12]=3)[N:10]=2)[N:7]=1. (5) Given the reactants [NH2:1][C:2]1[CH:7]=[CH:6][C:5]([Br:8])=[CH:4][N:3]=1.[OH-:9].[Na+].[OH2:11].Cl, predict the reaction product. The product is: [Br:8][C:5]1[CH:6]=[CH:7][C:2]2[N:3]([C:5]([C:4]([OH:11])=[O:9])=[C:6]([CH3:7])[N:1]=2)[CH:4]=1. (6) Given the reactants [CH:1]1([NH:4][C:5]2[C:10]([C:11]([NH2:13])=[O:12])=[CH:9][N:8]=[C:7]([NH:14][C:15]3[CH:20]=[CH:19][C:18]([CH:21]4[CH2:26][CH2:25][N:24]([S:27]([CH2:30][CH3:31])(=[O:29])=[O:28])[CH2:23][CH2:22]4)=[CH:17][CH:16]=3)[N:6]=2)[CH2:3][CH2:2]1.[CH3:32]C(S(Cl)(=O)=O)C, predict the reaction product. The product is: [CH:1]1([NH:4][C:5]2[C:10]([C:11]([NH2:13])=[O:12])=[CH:9][N:8]=[C:7]([NH:14][C:15]3[CH:20]=[CH:19][C:18]([CH:21]4[CH2:22][CH2:23][N:24]([S:27]([CH:30]([CH3:32])[CH3:31])(=[O:28])=[O:29])[CH2:25][CH2:26]4)=[CH:17][CH:16]=3)[N:6]=2)[CH2:2][CH2:3]1. (7) Given the reactants Br[C:2]1[CH:15]=[CH:14][C:5]([O:6][CH2:7][CH2:8][N:9]2[CH2:13][CH2:12][CH2:11][CH2:10]2)=[CH:4][CH:3]=1.C([Li])CCC.[CH3:21][O:22][C:23]1[CH:24]=[C:25]2[C:30](=[CH:31][C:32]=1[O:33][CH3:34])[C:29](=O)[CH2:28][CH2:27][CH2:26]2, predict the reaction product. The product is: [CH3:34][O:33][C:32]1[CH:31]=[C:30]2[C:25](=[CH:24][C:23]=1[O:22][CH3:21])[C:26]([C:2]1[CH:15]=[CH:14][C:5]([O:6][CH2:7][CH2:8][N:9]3[CH2:13][CH2:12][CH2:11][CH2:10]3)=[CH:4][CH:3]=1)=[CH:27][CH2:28][CH2:29]2. (8) The product is: [CH3:7][Si:8]([CH3:17])([CH3:16])[C@H:9]1[CH2:14][CH2:13][C@H:12]([OH:15])[CH2:11][CH2:10]1. Given the reactants [H-].[H-].[H-].[H-].[Li+].[Al+3].[CH3:7][Si:8]([CH3:17])([CH3:16])[CH:9]1[CH2:14][CH2:13][C:12](=[O:15])[CH2:11][CH2:10]1, predict the reaction product.